Predict the product of the given reaction. From a dataset of Forward reaction prediction with 1.9M reactions from USPTO patents (1976-2016). (1) Given the reactants C(OC([N:8]1[CH2:13][CH2:12][C@@H:11]([C:14]2[CH:19]=[CH:18][N:17]([CH3:20])[C:16](=[O:21])[CH:15]=2)[C@H:10]([C:22]2[CH:27]=[CH:26][C:25]([C:28]3[CH:33]=[CH:32][CH:31]=[CH:30][C:29]=3[CH2:34][CH2:35][NH:36][C:37]([O:39][CH3:40])=[O:38])=[CH:24][C:23]=2[Cl:41])[CH2:9]1)=O)(C)(C)C.Cl.O1CCOCC1, predict the reaction product. The product is: [Cl:41][C:23]1[CH:24]=[C:25]([C:28]2[CH:33]=[CH:32][CH:31]=[CH:30][C:29]=2[CH2:34][CH2:35][NH:36][C:37](=[O:38])[O:39][CH3:40])[CH:26]=[CH:27][C:22]=1[C@H:10]1[C@H:11]([C:14]2[CH:19]=[CH:18][N:17]([CH3:20])[C:16](=[O:21])[CH:15]=2)[CH2:12][CH2:13][NH:8][CH2:9]1. (2) Given the reactants [NH2:1][CH2:2][CH2:3][CH2:4][CH2:5][N:6]1[C:18]2[C:17]3[CH:16]=[CH:15][CH:14]=[CH:13][C:12]=3[N:11]=[C:10]([NH2:19])[C:9]=2[N:8]=[C:7]1[CH2:20][CH2:21][O:22][CH3:23].[CH:24]([C:26]1[CH:27]=[C:28]([CH:36]=[CH:37][CH:38]=1)[O:29][CH2:30][C:31]([O:33][CH2:34][CH3:35])=[O:32])=O, predict the reaction product. The product is: [NH2:19][C:10]1[C:9]2[N:8]=[C:7]([CH2:20][CH2:21][O:22][CH3:23])[N:6]([CH2:5][CH2:4][CH2:3][CH2:2][NH:1][CH2:24][C:26]3[CH:27]=[C:28]([CH:36]=[CH:37][CH:38]=3)[O:29][CH2:30][C:31]([O:33][CH2:34][CH3:35])=[O:32])[C:18]=2[C:17]2[CH:16]=[CH:15][CH:14]=[CH:13][C:12]=2[N:11]=1. (3) Given the reactants [CH3:1][O:2][C:3]([NH:5][C@H:6]([C:11]([N:13]1[CH2:17][C@@H:16]([CH3:18])[CH2:15][C@H:14]1[C:19]1[NH:20][C:21]([C:24]2[CH:29]=[C:28]3[CH2:30][O:31][C:32]4[CH:59]=[C:58]5[C:35]([CH:36]=[CH:37][C:38]6[N:42]=[C:41]([C@@H:43]7[CH2:47][C@H:46]([CH2:48][O:49][CH3:50])[CH2:45][N:44]7[C:51](OC(C)(C)C)=[O:52])[NH:40][C:39]=65)=[CH:34][C:33]=4[C:27]3=[CH:26][CH:25]=2)=[CH:22][N:23]=1)=[O:12])[C@@H:7]([CH2:9][CH3:10])[CH3:8])=[O:4].[CH3:60][O:61][C:62]([NH:64][C@H:65]([C:69]1[CH:74]=[CH:73][CH:72]=[CH:71][CH:70]=1)C(O)=O)=[O:63].CCOC(C(C#N)=NOC(N1CCOCC1)=[N+](C)C)=O.F[P-](F)(F)(F)(F)F.C(N(C(C)C)CC)(C)C, predict the reaction product. The product is: [CH3:1][O:2][C:3]([NH:5][C@@H:6]([C@H:7]([CH3:8])[CH2:9][CH3:10])[C:11]([N:13]1[CH2:17][C@@H:16]([CH3:18])[CH2:15][C@H:14]1[C:19]1[NH:20][C:21]([C:24]2[CH:29]=[C:28]3[CH2:30][O:31][C:32]4[CH:59]=[C:58]5[C:35]([CH:36]=[CH:37][C:38]6[N:42]=[C:41]([C@@H:43]7[CH2:47][C@H:46]([CH2:48][O:49][CH3:50])[CH2:45][N:44]7[C:51](=[O:52])[C@H:65]([NH:64][C:62](=[O:63])[O:61][CH3:60])[C:69]7[CH:74]=[CH:73][CH:72]=[CH:71][CH:70]=7)[NH:40][C:39]=65)=[CH:34][C:33]=4[C:27]3=[CH:26][CH:25]=2)=[CH:22][N:23]=1)=[O:12])=[O:4]. (4) Given the reactants C(OC(=O)COC1C=CC(Cl)=CC=1C#CC1C=C(S(CCC)(=O)=O)C=CC=1F)(C)(C)C.[C:32]([O:36][C:37](=[O:49])[CH2:38][O:39][C:40]1[CH:45]=[CH:44][C:43]([Cl:46])=[CH:42][C:41]=1[C:47]#[CH:48])([CH3:35])([CH3:34])[CH3:33].Br[C:51]1[CH:64]=[CH:63][C:54]([C:55]([N:57]([CH2:59][CH2:60][CH2:61][CH3:62])[CH3:58])=[O:56])=[C:53]([S:65]([CH:68]([CH3:70])[CH3:69])(=[O:67])=[O:66])[CH:52]=1, predict the reaction product. The product is: [C:32]([O:36][C:37](=[O:49])[CH2:38][O:39][C:40]1[CH:45]=[CH:44][C:43]([Cl:46])=[CH:42][C:41]=1[C:47]#[C:48][C:51]1[CH:64]=[CH:63][C:54]([C:55]([N:57]([CH2:59][CH2:60][CH2:61][CH3:62])[CH3:58])=[O:56])=[C:53]([S:65]([CH:68]([CH3:69])[CH3:70])(=[O:66])=[O:67])[CH:52]=1)([CH3:35])([CH3:34])[CH3:33]. (5) Given the reactants [OH-].[K+].[CH3:3][NH:4][CH:5]1[CH2:9][N:8]([CH3:10])[CH2:7][CH2:6]1.F[C:12]1[CH:17]=[CH:16][C:15]([N+:18]([O-:20])=[O:19])=[CH:14][CH:13]=1, predict the reaction product. The product is: [CH3:3][N:4]([CH:5]1[CH2:6][CH2:7][N:8]([CH3:10])[CH2:9]1)[C:12]1[CH:17]=[CH:16][C:15]([N+:18]([O-:20])=[O:19])=[CH:14][CH:13]=1. (6) The product is: [CH3:18][O:17][C:14]1[CH:13]=[CH:12][C:11]([C:8]2[S:9][CH:10]=[C:6]([C:4]([OH:5])=[O:3])[N:7]=2)=[CH:16][CH:15]=1.[Cl-:23].[NH4+:7]. Given the reactants C([O:3][C:4]([C:6]1[N:7]=[C:8]([C:11]2[CH:16]=[CH:15][C:14]([O:17][CH3:18])=[CH:13][CH:12]=2)[S:9][CH:10]=1)=[O:5])C.O.[OH-].[Li+].O.[ClH:23], predict the reaction product.